Dataset: Reaction yield outcomes from USPTO patents with 853,638 reactions. Task: Predict the reaction yield, written as a fraction of the theoretical maximum amount of product (1.0 means a 100% yield; for example, 0.34 means a 34% yield). (1) The reactants are O=[C:2]1[CH2:7][CH2:6][CH:5]([N:8]2[C:13](=[O:14])[C:12]([CH2:15][C:16]3[CH:21]=[CH:20][C:19]([C:22]4[CH:27]=[CH:26][CH:25]=[CH:24][C:23]=4[C:28]4[NH:32][C:31](=[O:33])[O:30][N:29]=4)=[CH:18][CH:17]=3)=[C:11]([CH2:34][CH2:35][CH3:36])[N:10]3[N:37]=[CH:38][N:39]=[C:9]23)[CH2:4][CH2:3]1.[NH2:40][O:41][CH:42]1[CH2:47][CH2:46][O:45][CH2:44][CH2:43]1.N1C=CC=CC=1.Cl. The catalyst is O.C(OCC)(=O)C. The product is [O:33]=[C:31]1[O:30][N:29]=[C:28]([C:23]2[CH:24]=[CH:25][CH:26]=[CH:27][C:22]=2[C:19]2[CH:18]=[CH:17][C:16]([CH2:15][C:12]3[C:13](=[O:14])[N:8]([CH:5]4[CH2:4][CH2:3][C:2](=[N:40][O:41][CH:42]5[CH2:47][CH2:46][O:45][CH2:44][CH2:43]5)[CH2:7][CH2:6]4)[C:9]4[N:10]([N:37]=[CH:38][N:39]=4)[C:11]=3[CH2:34][CH2:35][CH3:36])=[CH:21][CH:20]=2)[NH:32]1. The yield is 0.760. (2) The reactants are [C:1](Cl)(=[O:4])[CH:2]=[CH2:3].[C:6]([O:10][C:11]([N:13]1[CH2:18][CH2:17][NH:16][CH2:15][CH2:14]1)=[O:12])([CH3:9])([CH3:8])[CH3:7].C(N(CC)CC)C.Cl. The catalyst is ClCCl. The product is [C:6]([O:10][C:11]([N:13]1[CH2:18][CH2:17][N:16]([C:1](=[O:4])[CH:2]=[CH2:3])[CH2:15][CH2:14]1)=[O:12])([CH3:9])([CH3:7])[CH3:8]. The yield is 0.490. (3) The reactants are [Cl:1][C:2]1[C:3]([NH:17][C:18]2C=[CH:24][CH:23]=[CH:22][C:19]=2C#N)=[CH:4][C:5]([NH:8][C:9]2[N:13]([CH2:14][CH3:15])[N:12]=[C:11]([CH3:16])[CH:10]=2)=[N:6][CH:7]=1.[OH-].[Na+].[C:28]([O:31]CC)(=[O:30])[CH3:29]. The catalyst is O1CCOCC1. The product is [Cl:1][C:2]1[C:3]([NH:17][C:18]2[CH:19]=[CH:22][CH:23]=[CH:24][C:29]=2[C:28]([OH:31])=[O:30])=[CH:4][C:5]([NH:8][C:9]2[N:13]([CH2:14][CH3:15])[N:12]=[C:11]([CH3:16])[CH:10]=2)=[N:6][CH:7]=1. The yield is 0.661. (4) The reactants are Br[C:2]1[CH:10]=[C:9]([O:11][CH3:12])[C:8]([O:13][CH3:14])=[CH:7][C:3]=1[C:4]([OH:6])=[O:5].[C:15](=[O:18])([O-])[O-:16].[Cs+].[Cs+].[NH:21]1[CH:25]=[CH:24][N:23]=[N:22]1.CN[C@@H]1CCCC[C@H]1NC. The catalyst is CCOCC.O.[Cu](I)I.CN(C=O)C. The product is [CH3:15][O:18][C:7]1[C:8]([O:13][CH3:14])=[CH:9][CH:10]=[C:2]([N:22]2[N:23]=[CH:24][CH:25]=[N:21]2)[C:3]=1[C:4]([OH:6])=[O:5].[CH3:12][O:11][C:9]1[C:8]([O:13][CH3:14])=[CH:7][CH:3]=[C:2]([N:21]2[CH:25]=[CH:24][N:23]=[N:22]2)[C:10]=1[C:15]([OH:16])=[O:18]. The yield is 0.600. (5) The reactants are [Br:1][CH2:2][CH2:3][CH2:4][CH2:5][CH3:6].C1(C)C=CC=CC=1.[CH2:14]([P:16]([CH2:19][CH3:20])[CH2:17][CH3:18])[CH3:15]. The catalyst is CCCCCC. The product is [Br-:1].[CH2:14]([P+:16]([CH2:19][CH3:20])([CH2:17][CH3:18])[CH2:2][CH2:3][CH2:4][CH2:5][CH3:6])[CH3:15]. The yield is 0.840.